From a dataset of Full USPTO retrosynthesis dataset with 1.9M reactions from patents (1976-2016). Predict the reactants needed to synthesize the given product. (1) Given the product [CH:55]1([CH2:58][NH:59][CH2:60][C@H:61]2[CH2:65][CH2:64][CH2:63][N:62]2[C:30]([C:26]2[C:25]([CH3:33])=[C:24](/[CH:23]=[C:16]3\[C:17](=[O:22])[NH:18][C:19]4[C:15]\3=[CH:14][C:13]([S:10]([CH2:9][C:3]3[C:4]([Cl:8])=[CH:5][CH:6]=[CH:7][C:2]=3[Cl:1])(=[O:12])=[O:11])=[CH:21][CH:20]=4)[NH:28][C:27]=2[CH3:29])=[O:32])[CH2:56][CH2:57]1, predict the reactants needed to synthesize it. The reactants are: [Cl:1][C:2]1[CH:7]=[CH:6][CH:5]=[C:4]([Cl:8])[C:3]=1[CH2:9][S:10]([C:13]1[CH:14]=[C:15]2[C:19](=[CH:20][CH:21]=1)[NH:18][C:17](=[O:22])/[C:16]/2=[CH:23]\[C:24]1[NH:28][C:27]([CH3:29])=[C:26]([C:30]([OH:32])=O)[C:25]=1[CH3:33])(=[O:12])=[O:11].CCN=C=NCCCN(C)C.C1C=CC2N(O)N=NC=2C=1.[CH:55]1([CH2:58][NH:59][CH2:60][C@H:61]2[CH2:65][CH2:64][CH2:63][NH:62]2)[CH2:57][CH2:56]1. (2) Given the product [N:26]1([C:32]([N:34]2[CH2:35][CH:36](/[CH:50]=[CH:15]/[C:12]3[CH:11]=[CH:10][C:9]([C:5]4[CH:6]=[CH:7][CH:8]=[C:3]([C:2]([F:1])([F:24])[F:25])[CH:4]=4)=[CH:14][N:13]=3)[CH2:37][CH:38]([C:40]3[CH:45]=[CH:44][C:43]([C:46]([F:49])([F:47])[F:48])=[CH:42][CH:41]=3)[CH2:39]2)=[O:33])[CH2:31][CH2:30][O:29][CH2:28][CH2:27]1, predict the reactants needed to synthesize it. The reactants are: [F:1][C:2]([F:25])([F:24])[C:3]1[CH:4]=[C:5]([C:9]2[CH:10]=[CH:11][C:12]([CH2:15]P(=O)(OCC)OCC)=[N:13][CH:14]=2)[CH:6]=[CH:7][CH:8]=1.[N:26]1([C:32]([N:34]2[CH2:39][CH:38]([C:40]3[CH:45]=[CH:44][CH:43]([C:46]([F:49])([F:48])[F:47])[CH2:42][CH:41]=3)[CH2:37][CH:36]([CH:50]=O)[CH2:35]2)=[O:33])[CH2:31][CH2:30][O:29][CH2:28][CH2:27]1. (3) Given the product [CH3:23][N:21]1[CH:22]=[C:18]([C:15]2[CH:16]=[CH:17][C:12]([C:5]3[CH:6]=[N:7][CH:8]=[C:9]4[C:4]=3[N:3]=[C:2]([N:24]3[CH2:28][CH2:27][NH:26][C:25]3=[O:29])[CH:11]=[CH:10]4)=[CH:13][CH:14]=2)[CH:19]=[N:20]1, predict the reactants needed to synthesize it. The reactants are: Cl[C:2]1[CH:11]=[CH:10][C:9]2[C:4](=[C:5]([C:12]3[CH:17]=[CH:16][C:15]([C:18]4[CH:19]=[N:20][N:21]([CH3:23])[CH:22]=4)=[CH:14][CH:13]=3)[CH:6]=[N:7][CH:8]=2)[N:3]=1.[NH:24]1[CH2:28][CH2:27][NH:26][C:25]1=[O:29].[O-]P([O-])([O-])=O.[K+].[K+].[K+].CC1(C)C2C(=C(P(C3C=CC=CC=3)C3C=CC=CC=3)C=CC=2)OC2C(P(C3C=CC=CC=3)C3C=CC=CC=3)=CC=CC1=2. (4) The reactants are: [CH3:1][C:2]1[CH2:6][CH2:5][CH2:4][CH:3]=1.Cl[N-:8][S:9]([C:12]1[CH:17]=[CH:16][C:15]([CH3:18])=[CH:14][CH:13]=1)(=[O:11])=[O:10].[Na+].[Br-].[Br-].[Br-].C[N+](C)(C)C1C=CC=CC=1.C[N+](C1C=CC=CC=1)(C)C.C[N+](C1C=CC=CC=1)(C)C.O. Given the product [CH3:1][C:2]12[N:8]([S:9]([C:12]3[CH:17]=[CH:16][C:15]([CH3:18])=[CH:14][CH:13]=3)(=[O:10])=[O:11])[CH:6]1[CH2:5][CH2:4][CH2:3]2, predict the reactants needed to synthesize it.